From a dataset of Catalyst prediction with 721,799 reactions and 888 catalyst types from USPTO. Predict which catalyst facilitates the given reaction. (1) Reactant: [C:1](Cl)(=[O:8])[C:2]1[CH:7]=[CH:6][CH:5]=[CH:4][CH:3]=1.[CH3:10][C:11]1[C:17]([OH:18])=[CH:16][CH:15]=[CH:14][C:12]=1[OH:13].[Cl-].[Cl-].[Cl-].[Al+3]. Product: [OH:13][C:12]1[C:11]([CH3:10])=[C:17]([OH:18])[CH:16]=[CH:15][C:14]=1[C:1]([C:2]1[CH:7]=[CH:6][CH:5]=[CH:4][CH:3]=1)=[O:8]. The catalyst class is: 4. (2) Reactant: C[O:2][C:3]1[N:8]=[CH:7][C:6]([CH:9]=[O:10])=[CH:5][CH:4]=1.CO. Product: [O:2]=[C:3]1[NH:8][CH:7]=[C:6]([CH:9]=[O:10])[CH:5]=[CH:4]1. The catalyst class is: 4. (3) Reactant: [NH2:1][C:2]1[CH:17]=[CH:16][CH:15]=[C:14]([O:18]C)[C:3]=1[C:4]([NH:6][CH2:7][C:8]1[CH:13]=[CH:12][CH:11]=[CH:10][CH:9]=1)=[O:5].C(S)CCCCCCCCCCC.C[O-].[Na+]. Product: [NH2:1][C:2]1[CH:17]=[CH:16][CH:15]=[C:14]([OH:18])[C:3]=1[C:4]([NH:6][CH2:7][C:8]1[CH:13]=[CH:12][CH:11]=[CH:10][CH:9]=1)=[O:5]. The catalyst class is: 3. (4) Reactant: Br[C:2]1[CH:3]=[C:4]([C:8]2[CH:13]=[CH:12][CH:11]=[CH:10][C:9]=2[N:14]2[CH:18]=[N:17][CH:16]=[N:15]2)[CH:5]=[CH:6][CH:7]=1.C([Sn](CCCC)(CCCC)[C:24]1[N:28]2[CH:29]=[CH:30][C:31]([C:33]([F:36])([F:35])[F:34])=[N:32][C:27]2=[N:26][CH:25]=1)CCC. Product: [N:14]1([C:9]2[CH:10]=[CH:11][CH:12]=[CH:13][C:8]=2[C:4]2[CH:5]=[CH:6][CH:7]=[C:2]([C:24]3[N:28]4[CH:29]=[CH:30][C:31]([C:33]([F:34])([F:35])[F:36])=[N:32][C:27]4=[N:26][CH:25]=3)[CH:3]=2)[CH:18]=[N:17][CH:16]=[N:15]1. The catalyst class is: 138. (5) Reactant: Cl.[NH2:2][C:3]1([C:8]([OH:10])=[O:9])[CH2:7][CH2:6][CH2:5][CH2:4]1.S(Cl)(Cl)=O.[CH2:15](N(CC)CC)C.[C:22](O[C:22]([O:24][C:25]([CH3:28])([CH3:27])[CH3:26])=[O:23])([O:24][C:25]([CH3:28])([CH3:27])[CH3:26])=[O:23]. Product: [C:25]([O:24][C:22]([NH:2][C:3]1([C:8]([O:10][CH3:15])=[O:9])[CH2:7][CH2:6][CH2:5][CH2:4]1)=[O:23])([CH3:28])([CH3:27])[CH3:26]. The catalyst class is: 24. (6) Reactant: [Cl:1][C:2]1[CH:3]=[C:4]2[C:9](=[C:10]([Cl:12])[CH:11]=1)[O:8][CH:7]=[C:6]([CH:13]=O)[C:5]2=[O:15].[CH3:16][O:17][C:18]([C:20]#[C:21][C:22]([O:24][CH3:25])=[O:23])=[O:19].C1(P(C2C=CC=CC=2)C2C=CC=CC=2)C=CC=CC=1.[NH2:45][CH2:46][CH2:47][C:48]1[C:56]2[C:51](=[CH:52][CH:53]=[CH:54][CH:55]=2)[NH:50][CH:49]=1. Product: [CH3:16][O:17][C:18]([C:20]1[C:21]2([C:22]([O:24][CH3:25])=[O:23])[N:45]([CH2:46][CH2:47][C:48]3[C:56]4[C:51](=[CH:52][CH:53]=[CH:54][CH:55]=4)[NH:50][C:49]=32)[CH:7]=[C:6]([C:5](=[O:15])[C:4]2[CH:3]=[C:2]([Cl:1])[CH:11]=[C:10]([Cl:12])[C:9]=2[OH:8])[CH:13]=1)=[O:19]. The catalyst class is: 11. (7) Reactant: C1C(=O)N(O[C:9]([O:11][N:12]2[C:17](=[O:18])[CH2:16][CH2:15][C:13]2=[O:14])=[O:10])C(=O)C1.[NH2:19][C:20]1[CH:36]=[CH:35][C:23]([O:24][CH2:25][CH2:26][NH:27][C:28](=[O:34])[O:29][C:30]([CH3:33])([CH3:32])[CH3:31])=[C:22]([C:37]2[N:41]([CH3:42])[N:40]=[CH:39][CH:38]=2)[CH:21]=1. Product: [O:18]=[C:17]1[CH2:16][CH2:15][C:13](=[O:14])[N:12]1[O:11][C:9]([NH:19][C:20]1[CH:36]=[CH:35][C:23]([O:24][CH2:25][CH2:26][NH:27][C:28](=[O:34])[O:29][C:30]([CH3:33])([CH3:31])[CH3:32])=[C:22]([C:37]2[N:41]([CH3:42])[N:40]=[CH:39][CH:38]=2)[CH:21]=1)=[O:10]. The catalyst class is: 9. (8) Reactant: [N+:1]([C:4]1[CH:5]=[C:6]([CH2:10][S:11]([NH-:14])(=[O:13])=[O:12])[CH:7]=[CH:8][CH:9]=1)([O-])=O. Product: [NH2:1][C:4]1[CH:5]=[C:6]([CH2:10][S:11]([NH2:14])(=[O:12])=[O:13])[CH:7]=[CH:8][CH:9]=1. The catalyst class is: 94. (9) Reactant: [OH-].[Na+].[C:3]1([SH:9])[CH:8]=[CH:7][CH:6]=[CH:5][CH:4]=1.Br[CH2:11][CH2:12][CH2:13][OH:14].S([O-])([O-])(=O)=O.C([N+](CCCC)(CCCC)CCCC)CCC.C([N+](CCCC)(CCCC)CCCC)CCC. Product: [C:3]1([S:9][CH2:11][CH2:12][CH2:13][OH:14])[CH:8]=[CH:7][CH:6]=[CH:5][CH:4]=1. The catalyst class is: 229. (10) Reactant: [Na].[C:2]([CH2:10][CH:11]=O)(=[O:9])[C:3]1[CH:8]=[CH:7][CH:6]=[CH:5][CH:4]=1.[Cl-].O[NH2:15].[OH-].[Na+]. Product: [C:2]([CH2:10][C:11]#[N:15])(=[O:9])[C:3]1[CH:8]=[CH:7][CH:6]=[CH:5][CH:4]=1. The catalyst class is: 8.